Dataset: Reaction yield outcomes from USPTO patents with 853,638 reactions. Task: Predict the reaction yield, written as a fraction of the theoretical maximum amount of product (1.0 means a 100% yield; for example, 0.34 means a 34% yield). (1) The reactants are [N:1]1[CH:6]=[CH:5][CH:4]=[CH:3][C:2]=1[CH:7]=[CH:8][C:9]1[C:17]2[C:12](=[CH:13][C:14]([NH:18][C:19]3[CH:27]=[CH:26][CH:25]=[CH:24][C:20]=3[C:21](O)=[O:22])=[CH:15][CH:16]=2)[NH:11][N:10]=1.[O:28]1[CH:32]=[CH:31][CH:30]=[C:29]1[CH2:33][NH2:34].C(N(CC)CC)C.CN(C(ON1N=NC2C=CC=NC1=2)=[N+](C)C)C.F[P-](F)(F)(F)(F)F. The catalyst is CN(C=O)C. The product is [O:28]1[CH:32]=[CH:31][CH:30]=[C:29]1[CH2:33][NH:34][C:21](=[O:22])[C:20]1[CH:24]=[CH:25][CH:26]=[CH:27][C:19]=1[NH:18][C:14]1[CH:13]=[C:12]2[C:17]([C:9](/[CH:8]=[CH:7]/[C:2]3[CH:3]=[CH:4][CH:5]=[CH:6][N:1]=3)=[N:10][NH:11]2)=[CH:16][CH:15]=1. The yield is 0.850. (2) The reactants are [OH:1][C@H:2]([C:31]1[CH:36]=[CH:35][CH:34]=[C:33]([OH:37])[CH:32]=1)[CH2:3][NH:4][CH:5]([CH3:30])[CH2:6][CH2:7][CH2:8][C:9]1[CH:14]=[CH:13][C:12]([CH2:15][CH2:16][CH2:17][CH2:18][NH:19]C(=O)OCC2C=CC=CC=2)=[CH:11][CH:10]=1.[CH2:38]([OH:40])C. The catalyst is [OH-].[OH-].[Pd+2].ClCCl. The product is [OH-:1].[NH4+:4].[CH3:38][OH:40].[NH2:19][CH2:18][CH2:17][CH2:16][CH2:15][C:12]1[CH:11]=[CH:10][C:9]([CH2:8][CH2:7][CH2:6][CH:5]([NH:4][CH2:3][C@@H:2]([C:31]2[CH:32]=[C:33]([OH:37])[CH:34]=[CH:35][CH:36]=2)[OH:1])[CH3:30])=[CH:14][CH:13]=1. The yield is 0.100. (3) The reactants are [NH2:1][C:2]1[CH:12]=[CH:11][C:5]([C:6]([O:8][CH2:9][CH3:10])=[O:7])=[CH:4][CH:3]=1.[C:13]1(=O)[CH2:18][CH2:17][CH2:16][CH2:15][CH2:14]1.C(O[BH-](OC(=O)C)OC(=O)C)(=O)C.[Na+].O. The catalyst is O1CCCC1.C(O)(=O)C. The product is [CH:13]1([NH:1][C:2]2[CH:3]=[CH:4][C:5]([C:6]([O:8][CH2:9][CH3:10])=[O:7])=[CH:11][CH:12]=2)[CH2:18][CH2:17][CH2:16][CH2:15][CH2:14]1. The yield is 0.840. (4) The reactants are [CH:1]1[C:13]2[N:12]([CH2:14][CH2:15][N:16]([CH2:19][CH3:20])[CH2:17][CH3:18])[C:11]3[C:6](=[CH:7][CH:8]=[CH:9][CH:10]=3)[C:5]=2[CH:4]=[CH:3][CH:2]=1.[Al+3].[Cl-:22].[Cl-].[Cl-].[Cl:25][CH2:26][CH2:27][C:28](Cl)=[O:29].Cl. The catalyst is [N+](C1C=CC=CC=1)([O-])=O. The product is [ClH:25].[CH2:17]([N:16]([CH2:19][CH3:20])[CH2:15][CH2:14][N:12]1[C:11]2[CH:10]=[CH:9][C:8]([C:28](=[O:29])[CH2:27][CH2:26][Cl:25])=[CH:7][C:6]=2[C:5]2[C:13]1=[CH:1][CH:2]=[C:3]([C:28](=[O:29])[CH2:27][CH2:26][Cl:22])[CH:4]=2)[CH3:18]. The yield is 0.763.